Dataset: Forward reaction prediction with 1.9M reactions from USPTO patents (1976-2016). Task: Predict the product of the given reaction. Given the reactants [C:1](#[N:3])[CH3:2].[CH2:4]([C@@H:6]1[O:8][CH2:7]1)Cl.[C:9]1([S:15](N)(=[O:17])=[O:16])[CH:14]=[CH:13][CH:12]=[CH:11][CH:10]=1.[C:19](=O)([O-])[O-:20].[Cs+].[Cs+], predict the reaction product. The product is: [O:20]1[CH2:19][CH:2]1[CH2:1][N:3]([CH2:4][CH:6]1[CH2:7][O:8]1)[S:15]([C:9]1[CH:14]=[CH:13][CH:12]=[CH:11][CH:10]=1)(=[O:17])=[O:16].